This data is from Reaction yield outcomes from USPTO patents with 853,638 reactions. The task is: Predict the reaction yield, written as a fraction of the theoretical maximum amount of product (1.0 means a 100% yield; for example, 0.34 means a 34% yield). (1) The reactants are [Cl:1][C:2]1[CH:3]=[C:4]([C@@:8]2([OH:17])[O:13][CH2:12][C:11]([CH3:15])([CH3:14])[NH:10][C@@H:9]2[CH3:16])[CH:5]=[CH:6][CH:7]=1. The catalyst is C(OCC)C. The product is [ClH:1].[Cl:1][C:2]1[CH:3]=[C:4]([C@@:8]2([OH:17])[O:13][CH2:12][C:11]([CH3:14])([CH3:15])[NH:10][C@@H:9]2[CH3:16])[CH:5]=[CH:6][CH:7]=1. The yield is 0.900. (2) The reactants are [OH:1][C@@:2]([C@@H:23]1[CH2:28][CH2:27][CH2:26][N:25](C(OC(C)(C)C)=O)[CH2:24]1)([C:9]1[C:22]2[O:21][C:15]3([CH2:20][CH2:19][CH2:18][CH2:17][CH2:16]3)[O:14][C:13]=2[CH:12]=[CH:11][CH:10]=1)[CH2:3][CH2:4][CH2:5][CH2:6][O:7][CH3:8].C([O-])(O)=O.[Na+]. The catalyst is Cl.CO. The product is [CH3:8][O:7][CH2:6][CH2:5][CH2:4][CH2:3][C@:2]([C@@H:23]1[CH2:28][CH2:27][CH2:26][NH:25][CH2:24]1)([C:9]1[C:22]2[O:21][C:15]3([CH2:20][CH2:19][CH2:18][CH2:17][CH2:16]3)[O:14][C:13]=2[CH:12]=[CH:11][CH:10]=1)[OH:1]. The yield is 0.380. (3) The reactants are [F:1][C:2]1[CH:12]=[C:11]([CH3:13])[C:10]([F:14])=[CH:9][C:3]=1[C:4]([O:6][CH2:7][CH3:8])=[O:5].[Br:15]N1C(=O)CCC1=O.C(N(CC)C(C)C)(C)C.P([O-])(OCC)(OCC)=O. The catalyst is ClCCCl.C(OOC(=O)C1C=CC=CC=1)(=O)C1C=CC=CC=1. The product is [Br:15][CH2:13][C:11]1[C:10]([F:14])=[CH:9][C:3]([C:4]([O:6][CH2:7][CH3:8])=[O:5])=[C:2]([F:1])[CH:12]=1. The yield is 0.890. (4) The reactants are [Br:1][C:2]1[CH:22]=[CH:21][C:5]([O:6][CH2:7][C:8]2[NH:9][CH:10]=[C:11]([C:13]3[CH:18]=[CH:17][C:16]([Cl:19])=[CH:15][C:14]=3[Cl:20])[N:12]=2)=[CH:4][CH:3]=1.[CH3:23][O:24][C:25]([C:27]1[CH:32]=[CH:31][C:30]([CH2:33]Br)=[CH:29][CH:28]=1)=[O:26]. No catalyst specified. The product is [CH3:23][O:24][C:25](=[O:26])[C:27]1[CH:32]=[CH:31][C:30]([CH2:33][N:9]2[CH:10]=[C:11]([C:13]3[CH:18]=[CH:17][C:16]([Cl:19])=[CH:15][C:14]=3[Cl:20])[N:12]=[C:8]2[CH2:7][O:6][C:5]2[CH:21]=[CH:22][C:2]([Br:1])=[CH:3][CH:4]=2)=[CH:29][CH:28]=1. The yield is 0.760. (5) The reactants are C1(P(=O)(C2C=CC=CC=2)C2C=CC=CC=2)C=CC=CC=1.FC(F)(F)S(OS(C(F)(F)F)(=O)=O)(=O)=O.[F:36][C:37]1[CH:38]=[C:39]2[C:43](=[C:44]([N:46]([CH3:55])[S:47]([C:50]3[S:51][CH:52]=[CH:53][CH:54]=3)(=[O:49])=[O:48])[CH:45]=1)[NH:42][C:41]([C:56]([NH:58][CH2:59][CH2:60][S:61]C(C1C=CC=CC=1)(C1C=CC=CC=1)C1C=CC=CC=1)=O)=[CH:40]2.C(=O)([O-])O.[Na+]. The catalyst is ClCCl. The product is [S:61]1[CH2:60][CH2:59][N:58]=[C:56]1[C:41]1[NH:42][C:43]2[C:39]([CH:40]=1)=[CH:38][C:37]([F:36])=[CH:45][C:44]=2[N:46]([CH3:55])[S:47]([C:50]1[S:51][CH:52]=[CH:53][CH:54]=1)(=[O:49])=[O:48]. The yield is 0.750. (6) The reactants are [Br:1][C:2]1[CH:10]=[C:9]2[C:5]([CH2:6][C:7]3([CH2:16][CH2:15][C:14](=[O:17])[CH2:13][CH2:12]3)[C:8]2=[O:11])=[CH:4][CH:3]=1.[BH4-].[Na+]. The product is [Br:1][C:2]1[CH:10]=[C:9]2[C:5]([CH2:6][C:7]3([CH2:16][CH2:15][CH:14]([OH:17])[CH2:13][CH2:12]3)[C:8]2=[O:11])=[CH:4][CH:3]=1. The yield is 0.660. The catalyst is C1COCC1. (7) The reactants are CS(O[CH2:6][C:7]1[CH:11]=[C:10]([C:12]2[CH:17]=[CH:16][CH:15]=[CH:14][CH:13]=2)[O:9][N:8]=1)(=O)=O.[C-:18]#[N:19].[Na+]. The catalyst is CS(C)=O.CCOC(C)=O. The product is [C:12]1([C:10]2[O:9][N:8]=[C:7]([CH2:6][C:18]#[N:19])[CH:11]=2)[CH:17]=[CH:16][CH:15]=[CH:14][CH:13]=1. The yield is 0.400. (8) The reactants are [F:1][C:2]1[CH:7]=[C:6]([F:8])[CH:5]=[CH:4][C:3]=1[Mg]Br.[C:11]1(=O)[CH2:15][CH2:14][CH2:13][CH2:12]1.Cl. The catalyst is C1COCC1. The product is [C:11]1([C:3]2[CH:4]=[CH:5][C:6]([F:8])=[CH:7][C:2]=2[F:1])[CH2:15][CH2:14][CH2:13][CH:12]=1. The yield is 0.263. (9) The reactants are [Si](O[C@@:9]1([CH2:49][C:50]2[CH:55]=[CH:54][CH:53]=[CH:52][CH:51]=2)[CH2:13][CH2:12][CH:11]([CH2:14][C:15]2[CH:20]=[CH:19][C:18]([NH:21][S:22]([C:25]3[CH:30]=[CH:29][C:28]([C:31]4[S:32][CH:33]=[C:34]([C:36]5[CH:41]=[CH:40][C:39]([C:42]([F:45])([F:44])[F:43])=[CH:38][CH:37]=5)[N:35]=4)=[CH:27][CH:26]=3)(=[O:24])=[O:23])=[CH:17][CH:16]=2)[N:10]1C([O-])=O)(C(C)(C)C)(C)C.Cl.C[OH:58]. No catalyst specified. The product is [OH:58][C@H:49]([C:50]1[CH:55]=[CH:54][CH:53]=[CH:52][CH:51]=1)[C@@H:9]1[NH:10][C@H:11]([CH2:14][C:15]2[CH:20]=[CH:19][C:18]([NH:21][S:22]([C:25]3[CH:30]=[CH:29][C:28]([C:31]4[S:32][CH:33]=[C:34]([C:36]5[CH:37]=[CH:38][C:39]([C:42]([F:43])([F:45])[F:44])=[CH:40][CH:41]=5)[N:35]=4)=[CH:27][CH:26]=3)(=[O:23])=[O:24])=[CH:17][CH:16]=2)[CH2:12][CH2:13]1. The yield is 0.610. (10) The reactants are [CH3:1][O:2][C:3]([C:5]1[S:6][C:7]([C:34]#[C:35][C:36]([CH3:45])([CH3:44])[CH2:37][CH2:38][O:39][Si](C)(C)C)=[CH:8][C:9]=1[N:10]([CH:20]1[CH2:25][CH2:24][CH:23]([O:26][Si](C(C)(C)C)(C)C)[CH2:22][CH2:21]1)[C:11]([CH:13]1[CH2:18][CH2:17][CH:16]([CH3:19])[CH2:15][CH2:14]1)=[O:12])=[O:4].[O:46]1[CH2:51][CH2:50][C:49](=O)[CH2:48][CH2:47]1.C([SiH](CC)CC)C.C([O-])(O)=O.[Na+]. The catalyst is [N+](C)([O-])=O. The product is [CH3:1][O:2][C:3]([C:5]1[S:6][C:7]([C:34]#[C:35][C:36]([CH3:45])([CH3:44])[CH2:37][CH2:38][O:39][CH:49]2[CH2:50][CH2:51][O:46][CH2:47][CH2:48]2)=[CH:8][C:9]=1[N:10]([CH:20]1[CH2:25][CH2:24][CH:23]([OH:26])[CH2:22][CH2:21]1)[C:11]([CH:13]1[CH2:14][CH2:15][CH:16]([CH3:19])[CH2:17][CH2:18]1)=[O:12])=[O:4]. The yield is 0.0400.